The task is: Regression. Given a peptide amino acid sequence and an MHC pseudo amino acid sequence, predict their binding affinity value. This is MHC class I binding data.. This data is from Peptide-MHC class I binding affinity with 185,985 pairs from IEDB/IMGT. (1) The peptide sequence is IQAVFGFSL. The MHC is HLA-B44:02 with pseudo-sequence HLA-B44:02. The binding affinity (normalized) is 0.0847. (2) The peptide sequence is AYPKWKFFL. The MHC is HLA-A24:03 with pseudo-sequence HLA-A24:03. The binding affinity (normalized) is 0.941. (3) The MHC is HLA-B07:02 with pseudo-sequence HLA-B07:02. The binding affinity (normalized) is 0.853. The peptide sequence is KPSGSASSM. (4) The peptide sequence is RAEDNADYL. The MHC is Mamu-A70103 with pseudo-sequence Mamu-A70103. The binding affinity (normalized) is 0.993. (5) The peptide sequence is FYQIFPHSL. The MHC is HLA-B58:01 with pseudo-sequence HLA-B58:01. The binding affinity (normalized) is 0.0847.